Dataset: Reaction yield outcomes from USPTO patents with 853,638 reactions. Task: Predict the reaction yield, written as a fraction of the theoretical maximum amount of product (1.0 means a 100% yield; for example, 0.34 means a 34% yield). (1) The reactants are Cl[C:2](Cl)([O:4]C(=O)OC(Cl)(Cl)Cl)Cl.[F:13][C:14]([F:27])([F:26])[C:15]1[CH:24]=[C:23]2[C:18]([C@@H:19]([NH2:25])[CH2:20][CH2:21][O:22]2)=[CH:17][CH:16]=1.C(N(CC)C(C)C)(C)C.Cl.[Cl:38][C:39]1[CH:59]=[CH:58][C:42]([CH2:43][N:44]2[C:48]([C:49]([F:52])([F:51])[F:50])=[N:47][N:46]=[C:45]2[C@H:53]2[CH2:57][CH2:56][CH2:55][NH:54]2)=[CH:41][CH:40]=1.C([O-])(O)=O.[Na+]. The catalyst is C(Cl)Cl.[Cl-].[Na+].O. The product is [Cl:38][C:39]1[CH:59]=[CH:58][C:42]([CH2:43][N:44]2[C:48]([C:49]([F:52])([F:51])[F:50])=[N:47][N:46]=[C:45]2[C@H:53]2[CH2:57][CH2:56][CH2:55][N:54]2[C:2]([NH:25][C@@H:19]2[C:18]3[C:23](=[CH:24][C:15]([C:14]([F:13])([F:26])[F:27])=[CH:16][CH:17]=3)[O:22][CH2:21][CH2:20]2)=[O:4])=[CH:41][CH:40]=1. The yield is 0.720. (2) The reactants are [NH2:1][C:2]1[O:6][N:5]=[C:4]([CH3:7])[C:3]=1[Cl:8].[C:9]1([C:19]2[CH:24]=[CH:23][CH:22]=[CH:21][CH:20]=2)[C:10]([S:15](Cl)(=[O:17])=[O:16])=[CH:11][CH:12]=[CH:13][CH:14]=1. No catalyst specified. The product is [Cl:8][C:3]1[C:4]([CH3:7])=[N:5][O:6][C:2]=1[NH:1][S:15]([C:10]1[C:9]([C:19]2[CH:20]=[CH:21][CH:22]=[CH:23][CH:24]=2)=[CH:14][CH:13]=[CH:12][CH:11]=1)(=[O:17])=[O:16]. The yield is 0.740. (3) The reactants are [CH3:1][O:2][C:3]([N:5]1[C:13]2[C:8](=[C:9]([NH:14][C:15]([O:17]N3C(=O)CCC3=O)=O)[CH:10]=[CH:11][CH:12]=2)[CH:7]=[N:6]1)=[O:4].[CH3:25][O:26][CH2:27][C:28]([C:31]1[CH:32]=[C:33]2[C:37](=[CH:38][CH:39]=1)[CH:36]([NH2:40])[CH2:35][CH2:34]2)([CH3:30])[CH3:29].C(N(C(C)C)CC)(C)C. The catalyst is CN(C=O)C.O. The product is [CH3:1][O:2][C:3]([N:5]1[C:13]2[C:8](=[C:9]([NH:14][C:15]([NH:40][CH:36]3[C:37]4[C:33](=[CH:32][C:31]([C:28]([CH3:30])([CH3:29])[CH2:27][O:26][CH3:25])=[CH:39][CH:38]=4)[CH2:34][CH2:35]3)=[O:17])[CH:10]=[CH:11][CH:12]=2)[CH:7]=[N:6]1)=[O:4]. The yield is 0.550.